Predict the reaction yield, written as a fraction of the theoretical maximum amount of product (1.0 means a 100% yield; for example, 0.34 means a 34% yield). From a dataset of Reaction yield outcomes from USPTO patents with 853,638 reactions. (1) The reactants are [O:1]1[CH2:6][CH2:5][O:4][C:3]2[CH:7]=[C:8]([C:11]3[NH:12][C:13]4[N:14]([N:18]=[CH:19][C:20]=4[C:21]#[N:22])[C:15](=[O:17])[CH:16]=3)[CH:9]=[CH:10][C:2]1=2.CS(C)=[O:25].C(=O)([O-])[O-].[K+].[K+].OO. The catalyst is CO. The product is [O:1]1[CH2:6][CH2:5][O:4][C:3]2[CH:7]=[C:8]([C:11]3[NH:12][C:13]4[N:14]([N:18]=[CH:19][C:20]=4[C:21]([NH2:22])=[O:25])[C:15](=[O:17])[CH:16]=3)[CH:9]=[CH:10][C:2]1=2. The yield is 0.810. (2) The reactants are [H-].C([Al+]CC(C)C)C(C)C.[C:11]([O:15][C:16]([NH:18][CH:19]1[CH2:24][CH2:23][N:22]([C:25]([CH3:32])([CH3:31])[C:26](OCC)=[O:27])[CH2:21][CH2:20]1)=[O:17])([CH3:14])([CH3:13])[CH3:12]. The catalyst is ClCCl. The product is [OH:27][CH2:26][C:25]([N:22]1[CH2:23][CH2:24][CH:19]([NH:18][C:16](=[O:17])[O:15][C:11]([CH3:14])([CH3:13])[CH3:12])[CH2:20][CH2:21]1)([CH3:32])[CH3:31]. The yield is 0.890. (3) The reactants are [C:1]1(=[O:8])[O:7][C:5](=O)[CH2:4][O:3][CH2:2]1.[C:9]([O:13][C:14](=[O:20])[NH:15][CH2:16][CH2:17][CH2:18][NH2:19])([CH3:12])([CH3:11])[CH3:10].CN1CCOCC1.C(OC(=O)C)C. The catalyst is CC(N(C)C)=O. The product is [C:9]([O:13][C:14](=[O:20])[NH:15][CH2:16][CH2:17][CH2:18][N:19]1[C:1](=[O:8])[CH2:2][O:3][CH2:4][C:5]1=[O:7])([CH3:12])([CH3:10])[CH3:11]. The yield is 0.300. (4) The catalyst is CN(C)C=O. The yield is 0.570. The product is [CH3:1][S:2]([C:3]1[N:8]=[C:7]([NH:9][C:10]2[S:11][C:12]3[CH:18]=[C:17]([N+:19]([O-:21])=[O:20])[CH:16]=[CH:15][C:13]=3[N:14]=2)[CH:6]=[C:5]([CH2:22][N:23]2[CH2:28][CH2:27][O:26][CH2:25][CH2:24]2)[N:4]=1)=[O:29]. The reactants are [CH3:1][S:2][C:3]1[N:8]=[C:7]([NH:9][C:10]2[S:11][C:12]3[CH:18]=[C:17]([N+:19]([O-:21])=[O:20])[CH:16]=[CH:15][C:13]=3[N:14]=2)[CH:6]=[C:5]([CH2:22][N:23]2[CH2:28][CH2:27][O:26][CH2:25][CH2:24]2)[N:4]=1.[OH:29]OS([O-])=O.[K+].ClCCl.O. (5) The reactants are [Br:1][C:2]1[CH:3]=[CH:4][C:5]2=[C:6]([CH:25]=1)[N:7]=[C:8]([NH:17][C:18]([O:20][C:21]([CH3:24])([CH3:23])[CH3:22])=[O:19])[CH2:9][C:10]([C:12]([O:14]CC)=[O:13])=[CH:11]2.[OH-].[Na+].Cl. The catalyst is C1COCC1. The product is [Br:1][C:2]1[CH:3]=[CH:4][C:5]2=[C:6]([CH:25]=1)[N:7]=[C:8]([NH:17][C:18]([O:20][C:21]([CH3:23])([CH3:22])[CH3:24])=[O:19])[CH2:9][C:10]([C:12]([OH:14])=[O:13])=[CH:11]2. The yield is 0.540. (6) The reactants are [CH3:1][O:2][C:3](=[O:16])[C:4]1[CH:15]=[CH:14][C:7]([C:8](N(OC)C)=[O:9])=[CH:6][CH:5]=1.[CH2:17]([Mg]Cl)[CH2:18][CH3:19]. The catalyst is C1COCC1. The product is [CH3:1][O:2][C:3](=[O:16])[C:4]1[CH:5]=[CH:6][C:7]([C:8](=[O:9])[CH2:17][CH2:18][CH3:19])=[CH:14][CH:15]=1. The yield is 0.237. (7) The reactants are C(N(CC)CC)C.Cl[C:9](Cl)([O:11]C(=O)OC(Cl)(Cl)Cl)Cl.[CH3:20][C:21]1[CH:30]=[CH:29][C:28]2[C:23](=[CH:24][CH:25]=[CH:26][C:27]=2[N:31]2[CH2:36][CH2:35][N:34]([CH2:37][CH2:38][C:39]3[CH:40]=[C:41]([CH:43]=[CH:44][CH:45]=3)[NH2:42])[CH2:33][CH2:32]2)[N:22]=1.C(N(C(C)C)CC)(C)C.[Cl:55][C:56]1[CH:57]=[CH:58][C:59]2[O:63][C:62]([NH2:64])=[N:61][C:60]=2[CH:65]=1. The catalyst is ClCCl.C(#N)C. The product is [Cl:55][C:56]1[CH:57]=[CH:58][C:59]2[O:63][C:62]([NH:64][C:9]([NH:42][C:41]3[CH:43]=[CH:44][CH:45]=[C:39]([CH2:38][CH2:37][N:34]4[CH2:33][CH2:32][N:31]([C:27]5[CH:26]=[CH:25][CH:24]=[C:23]6[C:28]=5[CH:29]=[CH:30][C:21]([CH3:20])=[N:22]6)[CH2:36][CH2:35]4)[CH:40]=3)=[O:11])=[N:61][C:60]=2[CH:65]=1. The yield is 0.470. (8) The reactants are [CH3:1][C:2]1[N:7]=[C:6]([C:8]2[CH:13]=[CH:12][CH:11]=[C:10]([C:14]3[CH:15]=[C:16]([S:20]([NH2:23])(=[O:22])=[O:21])[CH:17]=[CH:18][CH:19]=3)[N:9]=2)[CH:5]=[C:4]([C:24]2[CH:29]=[CH:28][C:27]([C:30]([F:33])([F:32])[F:31])=[CH:26][CH:25]=2)[CH:3]=1.[C:34](O[C:34](=[O:37])[CH2:35][CH3:36])(=[O:37])[CH2:35][CH3:36]. The catalyst is C(O)(=O)CC.CCOC(C)=O. The product is [CH3:1][C:2]1[N:7]=[C:6]([C:8]2[CH:13]=[CH:12][CH:11]=[C:10]([C:14]3[CH:15]=[C:16]([S:20]([NH:23][C:34](=[O:37])[CH2:35][CH3:36])(=[O:21])=[O:22])[CH:17]=[CH:18][CH:19]=3)[N:9]=2)[CH:5]=[C:4]([C:24]2[CH:29]=[CH:28][C:27]([C:30]([F:33])([F:31])[F:32])=[CH:26][CH:25]=2)[CH:3]=1. The yield is 0.660. (9) The reactants are [Cl:1][C:2]1[CH:11]=[C:10]2[C:5]([CH:6]=[C:7]([C:16]3[CH:21]=[C:20]([O:22][CH3:23])[CH:19]=[C:18]([O:24][CH3:25])[CH:17]=3)[C:8](=[O:15])[N:9]2[CH:12]([CH3:14])[CH3:13])=[CH:4][N:3]=1.[B-](F)(F)(F)[F:27].[B-](F)(F)(F)F.C1[N+]2(CCl)CC[N+](F)(CC2)C1. The catalyst is C(#N)C.ClCCl. The product is [Cl:1][C:2]1[CH:11]=[C:10]2[C:5]([CH:6]=[C:7]([C:16]3[CH:17]=[C:18]([O:24][CH3:25])[CH:19]=[C:20]([O:22][CH3:23])[C:21]=3[F:27])[C:8](=[O:15])[N:9]2[CH:12]([CH3:14])[CH3:13])=[CH:4][N:3]=1. The yield is 0.573. (10) The reactants are [C:1]([O:5][C:6](=[O:19])[NH:7][C:8]12[CH2:17][CH:12]3[CH2:13][CH:14]([CH2:16][CH:10]([CH2:11]3)[C:9]1=[O:18])[CH2:15]2)([CH3:4])([CH3:3])[CH3:2].[Li][CH3:21]. The catalyst is C1COCC1. The product is [C:1]([O:5][C:6](=[O:19])[NH:7][C:8]12[CH2:17][CH:12]3[CH2:13][CH:14]([CH2:16][CH:10]([CH2:11]3)[C:9]1([OH:18])[CH3:21])[CH2:15]2)([CH3:4])([CH3:2])[CH3:3]. The yield is 0.770.